From a dataset of Reaction yield outcomes from USPTO patents with 853,638 reactions. Predict the reaction yield, written as a fraction of the theoretical maximum amount of product (1.0 means a 100% yield; for example, 0.34 means a 34% yield). (1) The reactants are [CH2:1]([O:3][C:4]([C:6]1[C:11]([Cl:12])=[CH:10][C:9](=[O:13])[N:8]([CH3:14])[CH:7]=1)=[O:5])[CH3:2].C1C(=O)N([Cl:22])C(=O)C1. The catalyst is CN(C=O)C.CCOC(C)=O. The product is [CH2:1]([O:3][C:4]([C:6]1[C:11]([Cl:12])=[C:10]([Cl:22])[C:9](=[O:13])[N:8]([CH3:14])[CH:7]=1)=[O:5])[CH3:2]. The yield is 0.950. (2) The catalyst is C(OCC)C.C1COCC1. The product is [Br:1][C:2]1[CH:3]=[CH:4][C:5]2[Sn:29]([CH3:30])([CH3:28])[C:11]3[CH:12]=[CH:13][C:14]([Br:16])=[CH:15][C:10]=3[CH:9]=[CH:8][C:6]=2[CH:7]=1. The reactants are [Br:1][C:2]1[CH:3]=[CH:4][C:5](I)=[C:6](/[CH:8]=[CH:9]\[C:10]2[CH:15]=[C:14]([Br:16])[CH:13]=[CH:12][C:11]=2I)[CH:7]=1.[Li].CN(CCN(C)C)C.[CH3:28][Sn:29](Cl)(Cl)[CH3:30]. The yield is 0.600. (3) The reactants are [NH2:1][C@@H:2]([CH3:19])[CH2:3][N:4]1[CH:8]=[CH:7][C:6]([C:9]2[CH:16]=[CH:15][C:12]([C:13]#[N:14])=[C:11]([Cl:17])[C:10]=2[CH3:18])=[N:5]1.Cl.[CH3:21][NH:22][C:23]1[S:24][CH:25]=[C:26]([C:28](O)=[O:29])[N:27]=1. No catalyst specified. The product is [Cl:17][C:11]1[C:10]([CH3:18])=[C:9]([C:6]2[CH:7]=[CH:8][N:4]([CH2:3][C@@H:2]([NH:1][C:28]([C:26]3[N:27]=[C:23]([NH:22][CH3:21])[S:24][CH:25]=3)=[O:29])[CH3:19])[N:5]=2)[CH:16]=[CH:15][C:12]=1[C:13]#[N:14]. The yield is 0.0486.